Dataset: NCI-60 drug combinations with 297,098 pairs across 59 cell lines. Task: Regression. Given two drug SMILES strings and cell line genomic features, predict the synergy score measuring deviation from expected non-interaction effect. (1) Drug 1: C1C(C(OC1N2C=NC3=C2NC=NCC3O)CO)O. Drug 2: C(CCl)NC(=O)N(CCCl)N=O. Cell line: DU-145. Synergy scores: CSS=-0.173, Synergy_ZIP=-0.176, Synergy_Bliss=-2.00, Synergy_Loewe=-2.01, Synergy_HSA=-2.70. (2) Drug 1: CCC1=C2CN3C(=CC4=C(C3=O)COC(=O)C4(CC)O)C2=NC5=C1C=C(C=C5)O. Drug 2: CN(CC1=CN=C2C(=N1)C(=NC(=N2)N)N)C3=CC=C(C=C3)C(=O)NC(CCC(=O)O)C(=O)O. Cell line: MDA-MB-231. Synergy scores: CSS=21.7, Synergy_ZIP=-3.31, Synergy_Bliss=-0.934, Synergy_Loewe=-15.1, Synergy_HSA=0.144. (3) Drug 1: CC1=C(C=C(C=C1)C(=O)NC2=CC(=CC(=C2)C(F)(F)F)N3C=C(N=C3)C)NC4=NC=CC(=N4)C5=CN=CC=C5. Synergy scores: CSS=-7.88, Synergy_ZIP=2.24, Synergy_Bliss=-2.53, Synergy_Loewe=-4.95, Synergy_HSA=-5.74. Cell line: SK-MEL-28. Drug 2: CC(C)CN1C=NC2=C1C3=CC=CC=C3N=C2N. (4) Synergy scores: CSS=15.0, Synergy_ZIP=-3.40, Synergy_Bliss=0.849, Synergy_Loewe=-51.3, Synergy_HSA=0.120. Cell line: MDA-MB-435. Drug 1: C(CC(=O)O)C(=O)CN.Cl. Drug 2: CCN(CC)CCCC(C)NC1=C2C=C(C=CC2=NC3=C1C=CC(=C3)Cl)OC.